From a dataset of Reaction yield outcomes from USPTO patents with 853,638 reactions. Predict the reaction yield, written as a fraction of the theoretical maximum amount of product (1.0 means a 100% yield; for example, 0.34 means a 34% yield). (1) The reactants are [I:1]Cl.[OH:3][CH2:4][CH:5]([CH2:16][OH:17])[CH2:6][CH2:7][N:8]1[CH:15]=[CH:14][C:12](=[O:13])[NH:11][C:9]1=[O:10]. The catalyst is CO. The product is [OH:3][CH2:4][CH:5]([CH2:16][OH:17])[CH2:6][CH2:7][N:8]1[CH:15]=[C:14]([I:1])[C:12](=[O:13])[NH:11][C:9]1=[O:10]. The yield is 0.592. (2) The reactants are [F:1][C:2]1[CH:16]=[C:15](F)[C:14]([F:18])=[CH:13][C:3]=1[C:4]([NH:6][C@@H:7]([CH3:12])[C:8]([F:11])([F:10])[F:9])=[O:5].Cl.[NH:20]1[CH2:23][CH:22]([OH:24])[CH2:21]1.N12CCCN=C1CCCCC2. The catalyst is C(#N)C.CCOC(C)=O. The product is [F:1][C:2]1[CH:16]=[C:15]([N:20]2[CH2:23][CH:22]([OH:24])[CH2:21]2)[C:14]([F:18])=[CH:13][C:3]=1[C:4]([NH:6][C@@H:7]([CH3:12])[C:8]([F:11])([F:10])[F:9])=[O:5]. The yield is 0.918. (3) The reactants are [ClH:1].[CH3:2][O:3][CH2:4][CH2:5][C@@H:6]1[CH2:11][CH2:10][CH2:9][NH:8][CH2:7]1.[C:12]([O-:15])(=O)[CH3:13].[Na+].C(O)(=O)C.C(=O)([O-])O.[Na+]. The catalyst is O1CCCC1.ClCC(Cl)=O. The product is [CH3:2][O:3][CH2:4][CH2:5][C@@H:6]1[CH2:11][CH2:10][CH2:9][N:8]([C:12](=[O:15])[CH2:13][Cl:1])[CH2:7]1. The yield is 0.788. (4) The catalyst is C(N(CC)CC)C.[Cu]I.Cl[Pd](Cl)([P](C1C=CC=CC=1)(C1C=CC=CC=1)C1C=CC=CC=1)[P](C1C=CC=CC=1)(C1C=CC=CC=1)C1C=CC=CC=1. The yield is 0.340. The product is [CH2:1]([O:3][C:4]1([C:7]2[CH:12]=[CH:11][C:10]([C:13]#[C:14][C:25]3[CH:26]=[CH:27][C:22]([C:21]([O:20][CH2:18][CH3:19])=[O:29])=[CH:23][CH:24]=3)=[CH:9][C:8]=2[CH:15]([CH3:16])[CH3:17])[CH2:6][CH2:5]1)[CH3:2]. The reactants are [CH2:1]([O:3][C:4]1([C:7]2[CH:12]=[CH:11][C:10]([C:13]#[CH:14])=[CH:9][C:8]=2[CH:15]([CH3:17])[CH3:16])[CH2:6][CH2:5]1)[CH3:2].[CH2:18]([O:20][C:21](=[O:29])[C:22]1[CH:27]=[CH:26][C:25](I)=[CH:24][CH:23]=1)[CH3:19]. (5) The reactants are I[C:2]1[C:10]2[C:5](=[N:6][CH:7]=[CH:8][CH:9]=2)[N:4]([Si:11]([CH:18]([CH3:20])[CH3:19])([CH:15]([CH3:17])[CH3:16])[CH:12]([CH3:14])[CH3:13])[CH:3]=1.C([Mg]Cl)(C)C.[Cl:26][C:27]1[N:28]=[C:29]([N:34]([CH2:36][C:37]2[CH:42]=[CH:41][C:40]([Cl:43])=[CH:39][CH:38]=2)[CH3:35])[S:30][C:31]=1[CH:32]=[O:33]. The catalyst is O1CCCC1. The product is [Cl:26][C:27]1[N:28]=[C:29]([N:34]([CH2:36][C:37]2[CH:42]=[CH:41][C:40]([Cl:43])=[CH:39][CH:38]=2)[CH3:35])[S:30][C:31]=1[CH:32]([C:2]1[C:10]2[C:5](=[N:6][CH:7]=[CH:8][CH:9]=2)[N:4]([Si:11]([CH:18]([CH3:20])[CH3:19])([CH:15]([CH3:17])[CH3:16])[CH:12]([CH3:14])[CH3:13])[CH:3]=1)[OH:33]. The yield is 0.600. (6) The yield is 0.750. The catalyst is CN(C)C=O. The product is [Cl:3][C:4]1[CH:9]=[CH:8][C:7]([O:10][CH2:17][CH:16]([O:19][CH2:20][CH3:21])[O:15][CH2:13][CH3:14])=[CH:6][CH:5]=1. The reactants are [H-].[Na+].[Cl:3][C:4]1[CH:9]=[CH:8][C:7]([OH:10])=[CH:6][CH:5]=1.[H][H].[CH2:13]([O:15][CH:16]([O:19][CH2:20][CH3:21])[CH2:17]Br)[CH3:14]. (7) The reactants are [NH2:1][C:2]1[CH:7]=[CH:6][C:5]([O:8][C:9]([F:12])([F:11])[F:10])=[CH:4][C:3]=1[C:13]([C:15]1[CH:20]=[CH:19][C:18]([F:21])=[CH:17][CH:16]=1)=O.[F:22][C:23]([F:31])([F:30])[C:24](=[O:29])[CH2:25][C:26](=O)[CH3:27].C(O)(C)C. The catalyst is CCCCCCC.C(OCC)(=O)C. The product is [F:22][C:23]([F:31])([F:30])[C:24]([C:25]1[C:26]([CH3:27])=[N:1][C:2]2[C:3]([C:13]=1[C:15]1[CH:20]=[CH:19][C:18]([F:21])=[CH:17][CH:16]=1)=[CH:4][C:5]([O:8][C:9]([F:12])([F:11])[F:10])=[CH:6][CH:7]=2)=[O:29]. The yield is 0.960. (8) The reactants are BrCCBr.C[Si](Cl)(C)C.I[CH:11]1[CH2:16][CH2:15][N:14]([C:17]([O:19][C:20]([CH3:23])([CH3:22])[CH3:21])=[O:18])[CH2:13][CH2:12]1.O1C=CC=C1P(C1OC=CC=1)C1OC=CC=1.Br[C:41]1[CH:46]=[CH:45][C:44]([Cl:47])=[CH:43][N:42]=1. The catalyst is C1COCC1.CC(N(C)C)=O.[Zn].C1C=CC(/C=C/C(/C=C/C2C=CC=CC=2)=O)=CC=1.C1C=CC(/C=C/C(/C=C/C2C=CC=CC=2)=O)=CC=1.C1C=CC(/C=C/C(/C=C/C2C=CC=CC=2)=O)=CC=1.[Pd].[Pd]. The product is [Cl:47][C:44]1[CH:45]=[CH:46][C:41]([CH:11]2[CH2:16][CH2:15][N:14]([C:17]([O:19][C:20]([CH3:23])([CH3:22])[CH3:21])=[O:18])[CH2:13][CH2:12]2)=[N:42][CH:43]=1. The yield is 0.160. (9) The reactants are O=C(C)CC[S:5]([CH2:8][CH2:9][C:10]([O:12][CH3:13])=[O:11])(=[O:7])=[O:6].C[O-:16].[Na+:17]. The catalyst is C1COCC1.CO. The product is [CH3:13][O:12][C:10](=[O:11])[CH2:9][CH2:8][S:5]([O-:16])(=[O:7])=[O:6].[Na+:17]. The yield is 0.980.